This data is from Forward reaction prediction with 1.9M reactions from USPTO patents (1976-2016). The task is: Predict the product of the given reaction. (1) Given the reactants [C:1]([O:5][C:6](=[O:20])[CH2:7][CH2:8][C:9]1[C:14]([CH3:15])=[CH:13][C:12]([C:16](=O)[NH2:17])=[CH:11][C:10]=1[CH3:19])([CH3:4])([CH3:3])[CH3:2].C(N(CC)CC)C.FC(F)(F)C(OC(=O)C(F)(F)F)=O, predict the reaction product. The product is: [C:1]([O:5][C:6](=[O:20])[CH2:7][CH2:8][C:9]1[C:10]([CH3:19])=[CH:11][C:12]([C:16]#[N:17])=[CH:13][C:14]=1[CH3:15])([CH3:4])([CH3:3])[CH3:2]. (2) Given the reactants [CH3:1][O:2][C:3]1[CH:8]=[CH:7][C:6]([C:9]([O:11][CH3:12])=[O:10])=[CH:5][C:4]=1[S:13]([NH:16][C@@H:17]1[CH2:21][CH2:20][N:19]([C:22]([O:24][C:25]([CH3:28])([CH3:27])[CH3:26])=[O:23])[CH2:18]1)(=[O:15])=[O:14].C([O-])([O-])=O.[K+].[K+].Br[CH2:36][C:37]1[CH:42]=[CH:41][CH:40]=[CH:39][CH:38]=1, predict the reaction product. The product is: [CH3:1][O:2][C:3]1[CH:8]=[CH:7][C:6]([C:9]([O:11][CH3:12])=[O:10])=[CH:5][C:4]=1[S:13]([N:16]([CH2:36][C:37]1[CH:42]=[CH:41][CH:40]=[CH:39][CH:38]=1)[C@@H:17]1[CH2:21][CH2:20][N:19]([C:22]([O:24][C:25]([CH3:28])([CH3:27])[CH3:26])=[O:23])[CH2:18]1)(=[O:14])=[O:15].